Predict the reactants needed to synthesize the given product. From a dataset of Full USPTO retrosynthesis dataset with 1.9M reactions from patents (1976-2016). (1) The reactants are: [F:1][C:2]1[CH:7]=[CH:6][C:5](B2OC(C)(C)C(C)(C)O2)=[CH:4][C:3]=1[C@:17]12[CH2:25][O:24][C@H:23]([CH3:26])[C@H:22]1[CH2:21][S:20][C:19]([N:27](C(OC(C)(C)C)=O)C(OC(C)(C)C)=O)=[N:18]2.O.Br[C:44]1[CH:45]=[N:46][CH:47]=[C:48]([O:50][CH:51]2[CH2:53][CH2:52]2)[CH:49]=1.C(=O)([O-])[O-].[Cs+].[Cs+]. Given the product [CH:51]1([O:50][C:48]2[CH:49]=[C:44]([C:5]3[CH:6]=[CH:7][C:2]([F:1])=[C:3]([C@:17]45[CH2:25][O:24][C@H:23]([CH3:26])[C@H:22]4[CH2:21][S:20][C:19]([NH2:27])=[N:18]5)[CH:4]=3)[CH:45]=[N:46][CH:47]=2)[CH2:53][CH2:52]1, predict the reactants needed to synthesize it. (2) Given the product [F:11][C:12]([F:23])([F:22])[C:13]([NH:10][C:7]1([C:1]2[CH:6]=[CH:5][CH:4]=[CH:3][CH:2]=2)[CH2:9][CH2:8]1)=[O:14], predict the reactants needed to synthesize it. The reactants are: [C:1]1([C:7]2([NH2:10])[CH2:9][CH2:8]2)[CH:6]=[CH:5][CH:4]=[CH:3][CH:2]=1.[F:11][C:12]([F:23])([F:22])[C:13](O[C:13](=[O:14])[C:12]([F:23])([F:22])[F:11])=[O:14]. (3) Given the product [CH2:1]([C:3]1[CH:4]=[N:5][N:6]([C:9]2[CH:14]=[C:13]([C:15]#[N:16])[CH:12]=[CH:11][N:10]=2)[C:7]=1[O:8][CH2:22][C:21]1[CH:24]=[CH:25][C:18]([F:17])=[CH:19][CH:20]=1)[CH3:2], predict the reactants needed to synthesize it. The reactants are: [CH2:1]([C:3]1[CH:4]=[N:5][N:6]([C:9]2[CH:14]=[C:13]([C:15]#[N:16])[CH:12]=[CH:11][N:10]=2)[C:7]=1[OH:8])[CH3:2].[F:17][C:18]1[CH:25]=[CH:24][C:21]([CH2:22]O)=[CH:20][CH:19]=1. (4) Given the product [O:1]=[C:2]1[C:10]2[C:11]([C:14]([OH:16])=[O:15])=[CH:12][O:13][C:9]=2[CH2:8][C:4]2([CH2:5][O:6][CH2:7]2)[NH:3]1, predict the reactants needed to synthesize it. The reactants are: [O:1]=[C:2]1[C:10]2[C:11]([C:14]([O:16]CC)=[O:15])=[CH:12][O:13][C:9]=2[CH2:8][C:4]2([CH2:7][O:6][CH2:5]2)[NH:3]1.O=C1C2C(C(OCC)=O)=COC=2CC2(CCOCC2)C1. (5) Given the product [Cl:1][C:2]1[CH:7]=[CH:6][C:5]([CH2:8][C@@H:9]([C:13]2[CH:14]=[C:15]([CH:16]=[CH:17][CH:18]=2)[C:19]#[N:20])[C@@H:10]([NH:12][CH:35]([C:36]2[CH:37]=[CH:38][CH:39]=[CH:40][CH:41]=2)[C:28]([CH3:27])([N:29]2[CH:33]=[CH:32][CH:31]=[N:30]2)[CH3:47])[CH3:11])=[CH:4][CH:3]=1, predict the reactants needed to synthesize it. The reactants are: [Cl:1][C:2]1[CH:7]=[CH:6][C:5]([CH2:8][C@@H:9]([C:13]2[CH:18]=[CH:17][CH:16]=[C:15]([C:19]#[N:20])[CH:14]=2)[C@@H:10]([NH2:12])[CH3:11])=[CH:4][CH:3]=1.C1([C:27](=O)[CH2:28][N:29]2[CH:33]=[CH:32][CH:31]=[N:30]2)C=CC=CC=1.[CH3:35][C:36]1[CH:37]=[CH:38][C:39](S(O)(=O)=O)=[CH:40][CH:41]=1.[BH3-][C:47]#N.[Na+]. (6) Given the product [CH3:1][C:2]1([CH3:21])[C:8]2[CH:9]=[C:10]([C:13]3[NH:17][C:16]([C:18]#[N:19])=[CH:15][CH:14]=3)[CH:11]=[CH:12][C:7]=2[NH:6][C:5](=[S:31])[CH2:4][O:3]1, predict the reactants needed to synthesize it. The reactants are: [CH3:1][C:2]1([CH3:21])[C:8]2[CH:9]=[C:10]([C:13]3[NH:17][C:16]([C:18]#[N:19])=[CH:15][CH:14]=3)[CH:11]=[CH:12][C:7]=2[NH:6][C:5](=O)[CH2:4][O:3]1.COC1C=CC(P2(SP(C3C=CC(OC)=CC=3)(=S)S2)=[S:31])=CC=1. (7) Given the product [N:27]([CH2:7][C@@H:8]([NH:12][C:13](=[O:19])[O:14][C:15]([CH3:18])([CH3:17])[CH3:16])[CH2:9][O:10][CH3:11])=[N+:28]=[N-:29], predict the reactants needed to synthesize it. The reactants are: CS(Cl)(=O)=O.O[CH2:7][C@@H:8]([NH:12][C:13](=[O:19])[O:14][C:15]([CH3:18])([CH3:17])[CH3:16])[CH2:9][O:10][CH3:11].CCN(CC)CC.[N-:27]=[N+:28]=[N-:29].[Na+]. (8) Given the product [C:1]([O:9][CH:10]([CH2:52][O:53][C@H:13]1[O:42][C@H:41]([CH2:43][O:57][CH2:54][C:7]2[CH:2]=[CH:3][CH:4]=[CH:5][CH:6]=2)[C@H:32]([O:33][CH2:34][C:35]2[CH:40]=[CH:39][CH:38]=[CH:37][CH:36]=2)[C@H:23]([O:24][CH2:25][C:26]2[CH:31]=[CH:30][CH:29]=[CH:28][CH:27]=2)[C@H:14]1[O:15][CH2:16][C:17]1[CH:18]=[CH:19][CH:20]=[CH:21][CH:22]=1)[CH2:11][O:12][C@H:13]1[O:42][C@H:41]([CH2:43][O:44][CH2:45][C:46]2[CH:47]=[CH:48][CH:49]=[CH:50][CH:51]=2)[C@H:32]([O:33][CH2:34][C:35]2[CH:36]=[CH:37][CH:38]=[CH:39][CH:40]=2)[C@H:23]([O:24][CH2:25][C:26]2[CH:31]=[CH:30][CH:29]=[CH:28][CH:27]=2)[C@H:14]1[O:15][CH2:16][C:17]1[CH:18]=[CH:19][CH:20]=[CH:21][CH:22]=1)(=[O:8])[C:2]1[CH:3]=[CH:4][CH:5]=[CH:6][CH:7]=1, predict the reactants needed to synthesize it. The reactants are: [C:1]([O:9][CH:10]([CH2:52][OH:53])[CH2:11][O:12][C@H:13]1[O:42][C@H:41]([CH2:43][O:44][CH2:45][C:46]2[CH:51]=[CH:50][CH:49]=[CH:48][CH:47]=2)[C@H:32]([O:33][CH2:34][C:35]2[CH:40]=[CH:39][CH:38]=[CH:37][CH:36]=2)[C@H:23]([O:24][CH2:25][C:26]2[CH:31]=[CH:30][CH:29]=[CH:28][CH:27]=2)[C@H:14]1[O:15][CH2:16][C:17]1[CH:22]=[CH:21][CH:20]=[CH:19][CH:18]=1)(=[O:8])[C:2]1[CH:7]=[CH:6][CH:5]=[CH:4][CH:3]=1.[C:54]([O-:57])(O)=O.[Na+].